From a dataset of Experimentally validated miRNA-target interactions with 360,000+ pairs, plus equal number of negative samples. Binary Classification. Given a miRNA mature sequence and a target amino acid sequence, predict their likelihood of interaction. (1) The miRNA is hsa-miR-3137 with sequence UCUGUAGCCUGGGAGCAAUGGGGU. The protein sequence of the target gene is MLQDSITGIVNSFNLFFPSTMSRPTLMPTCVAFCSILFLTLATGCQAFPKVERRETAQEYAEKEQSQKMNTDDQENISFAPKYMLQQMSSEAPMVLSEGPSEIPLIKVFSVNKESHLPGAGLLHPTSPGVYSSSEPVVSASEQEPGPSLLERMSSEHSLSKVMLTVAVSSPASLNPDQEGPYNSLSTQPIVAAVTDVTHGSLDYLDNQLFAAKSQEAVSLGNSPSSSINTKEPEIIKADAAMGTTVVPGVDSTGDMEPDRERPSEMAADDGQSTTTKYLVTIPNNFLTTEPTAGSILGDA.... Result: 0 (no interaction). (2) Result: 0 (no interaction). The protein sequence of the target gene is MAEVQQLRVQEAVDAMVKSVERENIRKMQGLMFRCSANCCEDTQASMQQVHQCIERCHAPLAQAQALVTSELERFQDRLARCTMHCNDKAKDSMDAGTKELQVKRQLDSCVTKCVDDHMHLIPTMTKKMKESLSSIGK. The miRNA is hsa-miR-5000-3p with sequence UCAGGACACUUCUGAACUUGGA. (3) The miRNA is hsa-miR-6831-3p with sequence UGACUAACUCCCACUCUACAG. The protein sequence of the target gene is MPSGFQQIGSEDGEPPQQRVTGTLVLAVFSAVLGSLQFGYNIGVINAPQKVIEQSYNATWLGRQGPGGPDSIPQGTLTTLWALSVAIFSVGGMISSFLIGIISQWLGRKRAMLANNVLAVLGGALMGLANAAASYEILILGRFLIGAYSGLTSGLVPMYVGEIAPTHLRGALGTLNQLAIVIGILVAQVLGLESMLGTATLWPLLLAITVLPALLQLLLLPFCPESPRYLYIIRNLEGPARKSLKRLTGWADVSDALAELKDEKRKLERERPLSLLQLLGSRTHRQPLIIAVVLQLSQQL.... Result: 0 (no interaction). (4) The miRNA is hsa-miR-590-3p with sequence UAAUUUUAUGUAUAAGCUAGU. The protein sequence of the target gene is MSLHGKRKEIYKYEAPWTVYAMNWSVRPDKRFRLALGSFVEEYNNKVQLVGLDEESSEFICRNTFDHPYPTTKLMWIPDTKGVYPDLLATSGDYLRVWRVGETETRLECLLNNNKNSDFCAPLTSFDWNEVDPYLLGTSSIDTTCTIWGLETGQVLGRVNLVSGHVKTQLIAHDKEVYDIAFSRAGGGRDMFASVGADGSVRMFDLRHLEHSTIIYEDPQHHPLLRLCWNKQDPNYLATMAMDGMEVVILDVRVPCTPVARLNNHRACVNGIAWAPHSSCHICTAADDHQALIWDIQQMP.... Result: 1 (interaction). (5) The miRNA is hsa-miR-26b-5p with sequence UUCAAGUAAUUCAGGAUAGGU. The protein sequence of the target gene is MERAVRVESGVLVGVVCLLLACPATATGPEVAQPEVDTTLGRVRGRQVGVKGTDRLVNVFLGIPFAQPPLGPDRFSAPHPAQPWEGVRDASTAPPMCLQDVESMNSSRFVLNGKQQIFSVSEDCLVLNVYSPAEVPAGSGRPVMVWVHGGALITGAATSYDGSALAAYGDVVVVTVQYRLGVLGFFSTGDEHAPGNQGFLDVVAALRWVQENIAPFGGDLNCVTVFGGSAGGSIISGLVLSPVAAGLFHRAITQSGVITTPGIIDSHPWPLAQKIANTLACSSSSPAEMVQCLQQKEGEE.... Result: 1 (interaction). (6) The miRNA is hsa-miR-203a-3p with sequence GUGAAAUGUUUAGGACCACUAG. The protein sequence of the target gene is MTTSRCSHLPEVLPDCTSSAAPVVKTVEDCGSLVNGQPQYVMQVSAKDGQLLSTVVRTLATQSPFNDRPMCRICHEGSSQEDLLSPCECTGTLGTIHRSCLEHWLSSSNTSYCELCHFRFAVERKPRPLVEWLRNPGPQHEKRTLFGDMVCFLFITPLATISGWLCLRGAVDHLHFSSRLEAVGLIALTVALFTIYLFWTLVSFRYHCRLYNEWRRTNQRVILLIPKSVNVPSNQPSLLGLHSVKRNSKETVV. Result: 1 (interaction).